Dataset: Forward reaction prediction with 1.9M reactions from USPTO patents (1976-2016). Task: Predict the product of the given reaction. (1) Given the reactants [Cl:1][C:2]1[CH:10]=[C:9]2[C:5]([CH:6]=[C:7]([C:11]3[CH:16]=[CH:15][C:14]([F:17])=[CH:13][CH:12]=3)[NH:8]2)=[CH:4][CH:3]=1.[CH3:18][O:19][C:20]1[CH:25]=[CH:24][CH:23]=[CH:22][C:21]=1[N:26]1[CH2:31][CH2:30][N:29]([C:32](=[O:35])[CH:33]=[CH2:34])[CH2:28][CH2:27]1.C(=O)([O-])[O-].[K+].[K+].[Cl-].[NH4+], predict the reaction product. The product is: [Cl:1][C:2]1[CH:10]=[C:9]2[C:5]([CH:6]=[C:7]([C:11]3[CH:16]=[CH:15][C:14]([F:17])=[CH:13][CH:12]=3)[N:8]2[CH2:34][CH2:33][C:32]([N:29]2[CH2:30][CH2:31][N:26]([C:21]3[CH:22]=[CH:23][CH:24]=[CH:25][C:20]=3[O:19][CH3:18])[CH2:27][CH2:28]2)=[O:35])=[CH:4][CH:3]=1. (2) The product is: [C:3]([O:2][CH3:1])(=[O:15])[C:4]1[CH:9]=[CH:8][CH:7]=[CH:6][CH:5]=1. Given the reactants [CH3:1][O:2][C:3](=[O:15])[C:4]1[CH:9]=[C:8](S(C)(=O)=O)[CH:7]=[CH:6][C:5]=1Cl.C(=O)(O)[O-].[Na+].C1(P(C2C=CC=CC=2)C2C=CC=CC=2)C=CC=CC=1.CN(C)C=O.O, predict the reaction product. (3) Given the reactants C[O:2][C:3](=[O:14])[C:4]([CH3:13])([C@H:6]1[CH2:11][CH2:10][CH2:9][N:8]([CH3:12])[CH2:7]1)[CH3:5].[OH-].[Na+], predict the reaction product. The product is: [CH3:13][C:4]([C@H:6]1[CH2:11][CH2:10][CH2:9][N:8]([CH3:12])[CH2:7]1)([CH3:5])[C:3]([OH:14])=[O:2]. (4) Given the reactants [CH3:1][O:2][C:3](=[O:37])[CH2:4][CH2:5][C:6]1[CH:11]=[CH:10][C:9]([O:12][CH2:13][CH2:14][C:15]2[N:16]=[C:17]([C:21]3[CH:26]=[CH:25][CH:24]=[CH:23][CH:22]=3)[O:18][C:19]=2[CH3:20])=[CH:8][C:7]=1[CH2:27][CH2:28][NH:29]C(OC(C)(C)C)=O.C(O)(C(F)(F)F)=O.O, predict the reaction product. The product is: [CH3:1][O:2][C:3](=[O:37])[CH2:4][CH2:5][C:6]1[CH:11]=[CH:10][C:9]([O:12][CH2:13][CH2:14][C:15]2[N:16]=[C:17]([C:21]3[CH:22]=[CH:23][CH:24]=[CH:25][CH:26]=3)[O:18][C:19]=2[CH3:20])=[CH:8][C:7]=1[CH2:27][CH2:28][NH2:29]. (5) Given the reactants [CH3:1][N:2]([Si](C)(C)C)[CH3:3].[F:8][C:9]([P:15]([C:18]([F:24])([F:23])[C:19]([F:22])([F:21])[F:20])(=[O:17])[O-:16])([F:14])[C:10]([F:13])([F:12])[F:11].[CH3:25][N:26]([C+:28]([N:30]([CH3:32])[CH3:31])Cl)[CH3:27], predict the reaction product. The product is: [F:14][C:9]([P:15]([C:18]([F:23])([F:24])[C:19]([F:22])([F:21])[F:20])(=[O:16])[O-:17])([F:8])[C:10]([F:13])([F:12])[F:11].[CH3:1][N:2]([CH3:3])[C:28](=[N+:26]([CH3:27])[CH3:25])[N:30]([CH3:32])[CH3:31]. (6) Given the reactants C([Si](C)(C)[O:6][C:7]1[CH:8]=[C:9]([CH:34]=[CH:35][C:36]=1[F:37])[C:10]([N:12]1[C:21]2[C:16](=[CH:17][CH:18]=[CH:19][CH:20]=2)[C@H:15]([N:22]([C:26]2[CH:31]=[CH:30][C:29]([Cl:32])=[CH:28][CH:27]=2)[C:23](=[O:25])[CH3:24])[CH2:14][C@@H:13]1[CH3:33])=[O:11])(C)(C)C.CCCC[N+](CCCC)(CCCC)CCCC.[F-], predict the reaction product. The product is: [Cl:32][C:29]1[CH:28]=[CH:27][C:26]([N:22]([C@H:15]2[C:16]3[C:21](=[CH:20][CH:19]=[CH:18][CH:17]=3)[N:12]([C:10](=[O:11])[C:9]3[CH:34]=[CH:35][C:36]([F:37])=[C:7]([OH:6])[CH:8]=3)[C@@H:13]([CH3:33])[CH2:14]2)[C:23](=[O:25])[CH3:24])=[CH:31][CH:30]=1.